This data is from Full USPTO retrosynthesis dataset with 1.9M reactions from patents (1976-2016). The task is: Predict the reactants needed to synthesize the given product. (1) Given the product [CH2:5]1[C:4]2([CH2:7][CH2:9][C:10](=[O:11])[CH:12]=[CH:13]2)[CH2:3][CH2:2][O:1][CH2:6]1, predict the reactants needed to synthesize it. The reactants are: [O:1]1[CH2:6][CH2:5][CH:4]([CH:7]=O)[CH2:3][CH2:2]1.[CH3:9][C:10]([CH:12]=[CH2:13])=[O:11].S(=O)(=O)(O)O.O. (2) Given the product [CH3:27][C:25]([C:22]1[CH:21]=[CH:20][C:19]([OH:18])=[CH:24][CH:23]=1)([C:28]1[CH:33]=[CH:32][C:31]([OH:34])=[CH:30][CH:29]=1)[CH3:26].[CH2:4]1[CH:5]([CH2:6][OH:7])[CH2:10][CH2:11][CH:2]([CH2:1][OH:12])[CH2:3]1, predict the reactants needed to synthesize it. The reactants are: [C:1](OC)(=[O:12])[C:2]1[CH:11]=[CH:10][C:5]([C:6](OC)=[O:7])=[CH:4][CH:3]=1.C1OC1.[OH:18][C:19]1[CH:24]=[CH:23][C:22]([C:25]([C:28]2[CH:33]=[CH:32][C:31]([OH:34])=[CH:30][CH:29]=2)([CH3:27])[CH3:26])=[CH:21][CH:20]=1.C1(CO)(CO)CCCCC1. (3) Given the product [O:1]1[C:5]2[CH:6]=[CH:7][C:8]([N:10]3[C:18]4[C:17]5[CH:19]=[C:20]([NH:23][C:24](=[O:33])[C:25]6[C:30]([Cl:31])=[CH:29][N:28]=[C:27]([N:37]7[CH2:42][CH2:41][NH:40][CH2:39][CH2:38]7)[CH:26]=6)[CH:21]=[CH:22][C:16]=5[CH2:15][CH2:14][C:13]=4[C:12]([C:34]([NH2:36])=[O:35])=[N:11]3)=[CH:9][C:4]=2[O:3][CH2:2]1, predict the reactants needed to synthesize it. The reactants are: [O:1]1[C:5]2[CH:6]=[CH:7][C:8]([N:10]3[C:18]4[C:17]5[CH:19]=[C:20]([NH:23][C:24](=[O:33])[C:25]6[C:30]([Cl:31])=[CH:29][N:28]=[C:27](Cl)[CH:26]=6)[CH:21]=[CH:22][C:16]=5[CH2:15][CH2:14][C:13]=4[C:12]([C:34]([NH2:36])=[O:35])=[N:11]3)=[CH:9][C:4]=2[O:3][CH2:2]1.[NH:37]1[CH2:42][CH2:41][NH:40][CH2:39][CH2:38]1. (4) Given the product [C:1]([O:5][C:6]([NH:8][CH2:9][C@H:10]1[CH2:11][CH2:12][C@H:13]([C:16]([NH:18][C@@H:19]([CH2:20][C:21]2[CH:22]=[CH:23][C:24]([C:27]3[CH:32]=[CH:31][C:30]([C:33](=[O:34])[NH:60][C@H:61]4[CH2:66][CH2:65][C@H:64]([OH:67])[CH2:63][CH2:62]4)=[C:29]([F:36])[CH:28]=3)=[CH:25][CH:26]=2)[C:37]([NH:39][C:40]2[CH:41]=[CH:42][C:43]([C:46]3[N:50]=[C:49]([C:51]([F:58])([F:59])[C:52]([F:54])([F:53])[C:55]([OH:57])=[O:56])[NH:48][N:47]=3)=[CH:44][CH:45]=2)=[O:38])=[O:17])[CH2:14][CH2:15]1)=[O:7])([CH3:4])([CH3:2])[CH3:3], predict the reactants needed to synthesize it. The reactants are: [C:1]([O:5][C:6]([NH:8][CH2:9][C@H:10]1[CH2:15][CH2:14][C@H:13]([C:16]([NH:18][C@H:19]([C:37]([NH:39][C:40]2[CH:45]=[CH:44][C:43]([C:46]3[N:50]=[C:49]([C:51]([F:59])([F:58])[C:52]([C:55]([OH:57])=[O:56])([F:54])[F:53])[NH:48][N:47]=3)=[CH:42][CH:41]=2)=[O:38])[CH2:20][C:21]2[CH:26]=[CH:25][C:24]([C:27]3[CH:32]=[CH:31][C:30]([C:33](O)=[O:34])=[C:29]([F:36])[CH:28]=3)=[CH:23][CH:22]=2)=[O:17])[CH2:12][CH2:11]1)=[O:7])([CH3:4])([CH3:3])[CH3:2].[NH2:60][C@H:61]1[CH2:66][CH2:65][C@H:64]([OH:67])[CH2:63][CH2:62]1.C(N(CC)C(C)C)(C)C.F[P-](F)(F)(F)(F)F.CN(C(ON1C2=NC=CC=C2N=N1)=[N+](C)C)C.